Dataset: Reaction yield outcomes from USPTO patents with 853,638 reactions. Task: Predict the reaction yield, written as a fraction of the theoretical maximum amount of product (1.0 means a 100% yield; for example, 0.34 means a 34% yield). The reactants are COC1C=CC(CN2C3=NC=CC(CO)=C3N=C2)=CC=1.[BH4-].[Na+].[CH3:23][O:24][C:25]1[CH:49]=[CH:48][C:28]([CH2:29][N:30]2[C:34]3=[N:35][C:36]([C:44]([F:47])([F:46])[F:45])=[CH:37][C:38]([C:39](OCC)=[O:40])=[C:33]3[N:32]=[CH:31]2)=[CH:27][CH:26]=1. No catalyst specified. The product is [CH3:23][O:24][C:25]1[CH:26]=[CH:27][C:28]([CH2:29][N:30]2[C:34]3=[N:35][C:36]([C:44]([F:47])([F:45])[F:46])=[CH:37][C:38]([CH2:39][OH:40])=[C:33]3[N:32]=[CH:31]2)=[CH:48][CH:49]=1. The yield is 0.450.